From a dataset of Forward reaction prediction with 1.9M reactions from USPTO patents (1976-2016). Predict the product of the given reaction. (1) Given the reactants C1(P(C2CCCCC2)C2C=CC=CC=2C2C=CC=CC=2N(C)C)CCCCC1.[CH:29]([N:32]1[CH2:37][CH2:36][N:35]([C:38]([CH:40]2[CH2:45][CH2:44][NH:43][CH2:42][CH2:41]2)=[O:39])[CH2:34][C@@H:33]1[CH3:46])([CH3:31])[CH3:30].Br[C:48]1[CH:49]=[N:50][C:51]([C:54]([F:57])([F:56])[F:55])=[N:52][CH:53]=1.CC(C)([O-])C.[Na+].[ClH:64], predict the reaction product. The product is: [ClH:64].[CH:29]([N:32]1[CH2:37][CH2:36][N:35]([C:38]([CH:40]2[CH2:41][CH2:42][N:43]([C:48]3[CH:49]=[N:50][C:51]([C:54]([F:57])([F:56])[F:55])=[N:52][CH:53]=3)[CH2:44][CH2:45]2)=[O:39])[CH2:34][C@@H:33]1[CH3:46])([CH3:31])[CH3:30]. (2) The product is: [CH2:1]([C:5]1[N:6]=[C:7]([S:27][CH3:28])[NH:8][C:9](=[O:26])[C:10]=1[CH2:11][C:12]1[CH:17]=[CH:16][C:15]([C:18]2[C:19]([C:24]#[N:25])=[CH:20][CH:21]=[CH:22][CH:23]=2)=[CH:14][CH:13]=1)[CH2:2][CH2:3][CH3:4]. Given the reactants [CH2:1]([C:5]1[N:6]=[C:7]([SH:27])[NH:8][C:9](=[O:26])[C:10]=1[CH2:11][C:12]1[CH:17]=[CH:16][C:15]([C:18]2[C:19]([C:24]#[N:25])=[CH:20][CH:21]=[CH:22][CH:23]=2)=[CH:14][CH:13]=1)[CH2:2][CH2:3][CH3:4].[CH3:28]I.[OH-].[K+].CO, predict the reaction product. (3) Given the reactants [Br:1][C:2]1[CH:3]=[C:4]([C:9]2[O:10][C:11]3[C:17]([O:18][CH3:19])=[CH:16][CH:15]=[CH:14][C:12]=3[N:13]=2)[C:5]([NH2:8])=[N:6][CH:7]=1.[C:20](O[C:20]([O:22][C:23]([CH3:26])([CH3:25])[CH3:24])=[O:21])([O:22][C:23]([CH3:26])([CH3:25])[CH3:24])=[O:21], predict the reaction product. The product is: [Br:1][C:2]1[CH:3]=[C:4]([C:9]2[O:10][C:11]3[C:17]([O:18][CH3:19])=[CH:16][CH:15]=[CH:14][C:12]=3[N:13]=2)[C:5]([N:8]([C:20]([O:22][C:23]([CH3:26])([CH3:25])[CH3:24])=[O:21])[C:20](=[O:21])[O:22][C:23]([CH3:26])([CH3:25])[CH3:24])=[N:6][CH:7]=1. (4) Given the reactants [F:1][C:2]([F:32])([F:31])[C:3]1[CH:4]=[C:5]([NH:13][C:14](=[O:30])[CH2:15][C@H:16]2[CH2:21][CH2:20][C@H:19]([NH:22]C(=O)OC(C)(C)C)[CH2:18][CH2:17]2)[CH:6]=[C:7]([C:9]([F:12])([F:11])[F:10])[CH:8]=1.Cl, predict the reaction product. The product is: [NH2:22][C@H:19]1[CH2:18][CH2:17][C@H:16]([CH2:15][C:14]([NH:13][C:5]2[CH:6]=[C:7]([C:9]([F:10])([F:11])[F:12])[CH:8]=[C:3]([C:2]([F:1])([F:31])[F:32])[CH:4]=2)=[O:30])[CH2:21][CH2:20]1. (5) The product is: [OH:3][CH:4]([CH2:10][CH2:11][CH2:12][C:13]1[CH:14]=[CH:15][CH:16]=[CH:17][CH:18]=1)[C:5]([O:7][CH2:8][CH3:9])=[O:6]. Given the reactants [BH4-].[Na+].[O:3]=[C:4]([CH2:10][CH2:11][CH2:12][C:13]1[CH:18]=[CH:17][CH:16]=[CH:15][CH:14]=1)[C:5]([O:7][CH2:8][CH3:9])=[O:6].O.Cl, predict the reaction product.